From a dataset of Forward reaction prediction with 1.9M reactions from USPTO patents (1976-2016). Predict the product of the given reaction. (1) Given the reactants [Br:1][C:2]1[CH:3]=[C:4]([NH2:13])[C:5]([NH:8][CH2:9][CH:10]2[CH2:12][CH2:11]2)=[CH:6][CH:7]=1.[C:14]([CH2:18][C:19](Cl)=[O:20])([CH3:17])([CH3:16])[CH3:15].O.C1(C)C=CC(S(O)(=O)=O)=CC=1.N, predict the reaction product. The product is: [Br:1][C:2]1[CH:7]=[CH:6][C:5]2[N:8]([CH2:9][CH:10]3[CH2:12][CH2:11]3)[C:19]([CH2:18][C:14]([CH3:17])([CH3:16])[CH3:15])=[N:13][C:4]=2[CH:3]=1.[Br:1][C:2]1[CH:7]=[CH:6][C:5]([NH:8][CH2:9][CH:10]2[CH2:12][CH2:11]2)=[C:4]([NH:13][C:19](=[O:20])[CH2:18][C:14]([CH3:17])([CH3:16])[CH3:15])[CH:3]=1. (2) Given the reactants [CH:1]1([C:7]2[CH:8]=[C:9]([C:38](O)=[O:39])[N:10]([CH2:29][C:30]([N:32]3[CH2:37][CH2:36][O:35][CH2:34][CH2:33]3)=[O:31])[C:11]=2[C:12]2[CH:13]=[C:14]3[C:19](=[CH:20][CH:21]=2)[N:18]=[C:17]([C:22]2[S:26][C:25]([CH3:27])=[N:24][C:23]=2[CH3:28])[CH:16]=[CH:15]3)[CH2:6][CH2:5][CH2:4][CH2:3][CH2:2]1.C[O:42][C:43](=[O:46])[CH2:44][NH2:45].CN(C(ON1N=NC2C=CC=CC1=2)=[N+](C)C)C.F[P-](F)(F)(F)(F)F.CCN(C(C)C)C(C)C.[OH-].[Na+], predict the reaction product. The product is: [CH:1]1([C:7]2[CH:8]=[C:9]([C:38]([NH:45][CH2:44][C:43]([OH:46])=[O:42])=[O:39])[N:10]([CH2:29][C:30]([N:32]3[CH2:37][CH2:36][O:35][CH2:34][CH2:33]3)=[O:31])[C:11]=2[C:12]2[CH:13]=[C:14]3[C:19](=[CH:20][CH:21]=2)[N:18]=[C:17]([C:22]2[S:26][C:25]([CH3:27])=[N:24][C:23]=2[CH3:28])[CH:16]=[CH:15]3)[CH2:2][CH2:3][CH2:4][CH2:5][CH2:6]1. (3) Given the reactants [Cl:1][C:2]1[C:7]([NH:8][S:9]([CH2:12][Cl:13])(=[O:11])=[O:10])=[CH:6][C:5]([NH:14][C:15]([N:17]2[CH2:21][C@H:20]([OH:22])[CH2:19][C@@H:18]2[C:23](O)=[O:24])=[O:16])=[C:4]([F:26])[CH:3]=1.S(=O)(=O)(O)O, predict the reaction product. The product is: [Cl:13][CH2:12][S:9]([NH:8][C:7]1[CH:6]=[C:5]([N:14]2[C:23](=[O:24])[C@H:18]3[CH2:19][C@@H:20]([OH:22])[CH2:21][N:17]3[C:15]2=[O:16])[C:4]([F:26])=[CH:3][C:2]=1[Cl:1])(=[O:11])=[O:10]. (4) Given the reactants [NH:1]1[C:5]2[CH:6]=[CH:7][CH:8]=[CH:9][C:4]=2[N:3]=[C:2]1[C:10]([OH:12])=O.CCN=C=NCCCN(C)C.ON1C2C=CC=CC=2N=N1.[NH:34]1[CH2:39][CH2:38][CH:37]([C:40]([O:42][CH2:43][CH3:44])=[O:41])[CH2:36][CH2:35]1, predict the reaction product. The product is: [NH:3]1[C:4]2[CH:9]=[CH:8][CH:7]=[CH:6][C:5]=2[N:1]=[C:2]1[C:10]([N:34]1[CH2:39][CH2:38][CH:37]([C:40]([O:42][CH2:43][CH3:44])=[O:41])[CH2:36][CH2:35]1)=[O:12].